Dataset: Merck oncology drug combination screen with 23,052 pairs across 39 cell lines. Task: Regression. Given two drug SMILES strings and cell line genomic features, predict the synergy score measuring deviation from expected non-interaction effect. (1) Drug 1: COC12C(COC(N)=O)C3=C(C(=O)C(C)=C(N)C3=O)N1CC1NC12. Cell line: KPL1. Drug 2: CC1(c2nc3c(C(N)=O)cccc3[nH]2)CCCN1. Synergy scores: synergy=12.8. (2) Drug 2: CCC1(O)C(=O)OCc2c1cc1n(c2=O)Cc2cc3c(CN(C)C)c(O)ccc3nc2-1. Drug 1: NC(=O)c1cccc2cn(-c3ccc(C4CCCNC4)cc3)nc12. Cell line: SW837. Synergy scores: synergy=-8.23. (3) Drug 1: CCC1=CC2CN(C1)Cc1c([nH]c3ccccc13)C(C(=O)OC)(c1cc3c(cc1OC)N(C)C1C(O)(C(=O)OC)C(OC(C)=O)C4(CC)C=CCN5CCC31C54)C2. Drug 2: O=C(NOCC(O)CO)c1ccc(F)c(F)c1Nc1ccc(I)cc1F. Cell line: ZR751. Synergy scores: synergy=6.87. (4) Drug 1: Cn1nnc2c(C(N)=O)ncn2c1=O. Drug 2: COC1=C2CC(C)CC(OC)C(O)C(C)C=C(C)C(OC(N)=O)C(OC)C=CC=C(C)C(=O)NC(=CC1=O)C2=O. Cell line: SKMEL30. Synergy scores: synergy=23.3. (5) Synergy scores: synergy=-1.14. Drug 1: COC12C(COC(N)=O)C3=C(C(=O)C(C)=C(N)C3=O)N1CC1NC12. Cell line: SKMES1. Drug 2: C=CCn1c(=O)c2cnc(Nc3ccc(N4CCN(C)CC4)cc3)nc2n1-c1cccc(C(C)(C)O)n1. (6) Drug 1: O=S1(=O)NC2(CN1CC(F)(F)F)C1CCC2Cc2cc(C=CCN3CCC(C(F)(F)F)CC3)ccc2C1. Drug 2: O=C(O)C1(Cc2cccc(Nc3nccs3)n2)CCC(Oc2cccc(Cl)c2F)CC1. Cell line: LNCAP. Synergy scores: synergy=-33.9. (7) Drug 1: CC1CC2C3CCC4=CC(=O)C=CC4(C)C3(F)C(O)CC2(C)C1(O)C(=O)CO. Synergy scores: synergy=38.3. Drug 2: Cn1cc(-c2cnn3c(N)c(Br)c(C4CCCNC4)nc23)cn1. Cell line: CAOV3.